This data is from Forward reaction prediction with 1.9M reactions from USPTO patents (1976-2016). The task is: Predict the product of the given reaction. (1) Given the reactants [CH2:1]([O:8][C:9]1[C:14](=[O:15])[CH:13]=[C:12]([CH2:16][NH:17][S:18]([C:21]2[CH:26]=[CH:25][CH:24]=[C:23]([Cl:27])[CH:22]=2)(=[O:20])=[O:19])[N:11]([CH3:28])[C:10]=1[C:29](O)=[O:30])[C:2]1[CH:7]=[CH:6][CH:5]=[CH:4][CH:3]=1.[CH3:32][NH:33]C(C1N(C)C(C(S(C2C=CC=CC=2)(=O)=O)N)=CC(=O)C=1OCC1C=CC=CC=1)=O, predict the reaction product. The product is: [CH3:32][NH:33][C:29]([C:10]1[N:11]([CH3:28])[C:12]([CH2:16][NH:17][S:18]([C:21]2[CH:26]=[CH:25][CH:24]=[C:23]([Cl:27])[CH:22]=2)(=[O:19])=[O:20])=[CH:13][C:14](=[O:15])[C:9]=1[O:8][CH2:1][C:2]1[CH:3]=[CH:4][CH:5]=[CH:6][CH:7]=1)=[O:30]. (2) The product is: [CH3:14][O:15][C:16](=[O:22])[CH:17]([NH:21][C:2](=[O:4])[C:1]1[CH:11]=[CH:10][CH:9]=[CH:8][C:7]=1[NH2:6])[CH2:18][CH2:19][CH3:20]. Given the reactants [C:1]12[C:7](=[CH:8][CH:9]=[CH:10][CH:11]=1)[NH:6]C(=O)[O:4][C:2]2=O.Cl.[CH3:14][O:15][C:16](=[O:22])[CH:17]([NH2:21])[CH2:18][CH2:19][CH3:20].C(N(CC)CC)C, predict the reaction product. (3) Given the reactants C(N)(=N)C1C=CC=NC=1.[NH2:10][C:11]1[CH:16]=[CH:15][C:14]([CH3:17])=[CH:13][CH:12]=1.[CH3:18][O:19][C:20]1[CH:27]=[CH:26][C:23]([C:24]#[N:25])=[CH:22][N:21]=1.C(OC(C1N=C(C2C=NC(OC)=CC=2)N(C2C=CC=CC=2)C=1)=O)C, predict the reaction product. The product is: [CH3:18][O:19][C:20]1[CH:27]=[CH:26][C:23]([C:24]([NH:10][C:11]2[CH:16]=[CH:15][C:14]([CH3:17])=[CH:13][CH:12]=2)=[NH:25])=[CH:22][N:21]=1.